From a dataset of Full USPTO retrosynthesis dataset with 1.9M reactions from patents (1976-2016). Predict the reactants needed to synthesize the given product. (1) Given the product [F:11][C:12]1[CH:17]=[CH:16][C:15]([O:18][CH3:19])=[CH:14][C:13]=1[C:2]1[CH:8]=[C:7]([F:9])[C:5]([NH2:6])=[C:4]([F:10])[CH:3]=1, predict the reactants needed to synthesize it. The reactants are: Br[C:2]1[CH:8]=[C:7]([F:9])[C:5]([NH2:6])=[C:4]([F:10])[CH:3]=1.[F:11][C:12]1[CH:17]=[CH:16][C:15]([O:18][CH3:19])=[CH:14][C:13]=1B(O)O. (2) Given the product [CH3:35][C:28]1[CH:29]=[C:30]([C:31]([F:33])([F:32])[F:34])[N:25]2[N:24]=[CH:23][C:22]([C:20]3[N:21]=[C:9]([CH2:8][N:6]4[C:5]5[CH2:12][CH2:13][O:14][CH2:15][C:4]=5[C:3]([C:2]([F:1])([F:17])[F:16])=[N:7]4)[O:11][N:19]=3)=[C:26]2[N:27]=1, predict the reactants needed to synthesize it. The reactants are: [F:1][C:2]([F:17])([F:16])[C:3]1[C:4]2[CH2:15][O:14][CH2:13][CH2:12][C:5]=2[N:6]([CH2:8][C:9]([OH:11])=O)[N:7]=1.O[N:19]=[C:20]([C:22]1[CH:23]=[N:24][N:25]2[C:30]([C:31]([F:34])([F:33])[F:32])=[CH:29][C:28]([CH3:35])=[N:27][C:26]=12)[NH2:21].